This data is from Full USPTO retrosynthesis dataset with 1.9M reactions from patents (1976-2016). The task is: Predict the reactants needed to synthesize the given product. Given the product [CH:16]([N:13]1[CH2:12][CH2:11][N:10]([C:8]([C@H:5]2[CH2:6][CH2:7][C@H:2]([NH:1][C:20]3[CH:25]=[CH:24][C:23]([S:26]([CH3:29])(=[O:28])=[O:27])=[CH:22][N:21]=3)[CH2:3][CH2:4]2)=[O:9])[CH2:15][CH2:14]1)([CH3:18])[CH3:17], predict the reactants needed to synthesize it. The reactants are: [NH2:1][C@H:2]1[CH2:7][CH2:6][C@H:5]([C:8]([N:10]2[CH2:15][CH2:14][N:13]([CH:16]([CH3:18])[CH3:17])[CH2:12][CH2:11]2)=[O:9])[CH2:4][CH2:3]1.Br[C:20]1[CH:25]=[CH:24][C:23]([S:26]([CH3:29])(=[O:28])=[O:27])=[CH:22][N:21]=1.C(N(C(C)C)CC)(C)C.